Dataset: Forward reaction prediction with 1.9M reactions from USPTO patents (1976-2016). Task: Predict the product of the given reaction. (1) Given the reactants C(OC([NH:8][CH2:9][CH2:10][O:11][C:12]1[CH:17]=[C:16]([C:18]([O:20][CH2:21][CH3:22])=[O:19])[N:15]=[C:14]([C:23]([O:25][CH2:26][CH3:27])=[O:24])[CH:13]=1)=O)(C)(C)C.[ClH:28], predict the reaction product. The product is: [ClH:28].[NH2:8][CH2:9][CH2:10][O:11][C:12]1[CH:17]=[C:16]([C:18]([O:20][CH2:21][CH3:22])=[O:19])[N:15]=[C:14]([C:23]([O:25][CH2:26][CH3:27])=[O:24])[CH:13]=1. (2) Given the reactants [Br:1][C:2]1[CH:3]=[CH:4][C:5]([CH:9]2[CH2:11][CH2:10]2)=[C:6](I)[CH:7]=1.C([Mg]Cl)(C)C.C([O:20][B:21](OC(C)C)[O:22]C(C)C)(C)C, predict the reaction product. The product is: [Br:1][C:2]1[CH:3]=[CH:4][C:5]([CH:9]2[CH2:11][CH2:10]2)=[C:6]([B:21]([OH:22])[OH:20])[CH:7]=1. (3) Given the reactants [CH2:1]([N:6]1[C:14]2[N:13]=[CH:12][NH:11][C:10]=2[C:9](=[O:15])[N:8]2[C:16](=[S:19])[NH:17][N:18]=[C:7]12)[CH2:2][CH2:3][CH2:4][CH3:5].S(OC)(O[CH3:24])(=O)=O.[OH-].[Na+], predict the reaction product. The product is: [CH3:24][S:19][C:16]1[N:8]2[C:9](=[O:15])[C:10]3[NH:11][CH:12]=[N:13][C:14]=3[N:6]([CH2:1][CH2:2][CH2:3][CH2:4][CH3:5])[C:7]2=[N:18][N:17]=1. (4) Given the reactants C([O:3][C:4]([C:6]1[C:7]([CH3:33])=[C:8]2[N:13]([CH:14]=1)[N:12]=[CH:11][N:10]=[C:9]2[NH:15][C:16]1[CH:17]=[C:18]2[C:22](=[CH:23][CH:24]=1)[N:21]([CH2:25][C:26]1[CH:31]=[CH:30][CH:29]=[C:28]([F:32])[CH:27]=1)[N:20]=[CH:19]2)=[O:5])C.[OH-].[Na+].Cl, predict the reaction product. The product is: [F:32][C:28]1[CH:27]=[C:26]([CH:31]=[CH:30][CH:29]=1)[CH2:25][N:21]1[C:22]2[C:18](=[CH:17][C:16]([NH:15][C:9]3[C:8]4=[C:7]([CH3:33])[C:6]([C:4]([OH:5])=[O:3])=[CH:14][N:13]4[N:12]=[CH:11][N:10]=3)=[CH:24][CH:23]=2)[CH:19]=[N:20]1. (5) The product is: [C:29]([C:26]1[CH:25]=[CH:24][C:23]([CH:20]2[CH2:21][CH2:22][N:17]([C:15]([C:13]3[CH:12]=[CH:11][C:10]([CH3:31])=[C:9]([NH:8][S:5]([CH2:4][CH2:3][CH2:2][NH:1][S:33]([CH3:32])(=[O:35])=[O:34])(=[O:7])=[O:6])[CH:14]=3)=[O:16])[CH2:18][CH2:19]2)=[CH:28][CH:27]=1)#[N:30]. Given the reactants [NH2:1][CH2:2][CH2:3][CH2:4][S:5]([NH:8][C:9]1[CH:14]=[C:13]([C:15]([N:17]2[CH2:22][CH2:21][CH:20]([C:23]3[CH:28]=[CH:27][C:26]([C:29]#[N:30])=[CH:25][CH:24]=3)[CH2:19][CH2:18]2)=[O:16])[CH:12]=[CH:11][C:10]=1[CH3:31])(=[O:7])=[O:6].[CH3:32][S:33](Cl)(=[O:35])=[O:34], predict the reaction product. (6) Given the reactants [OH:1][NH:2][C:3](=[O:26])/[CH:4]=[CH:5]/[C:6]1[CH:11]=[CH:10][C:9]([CH2:12][NH:13][CH2:14][CH2:15][C:16]2[C:24]3[C:19](=[CH:20][CH:21]=[CH:22][CH:23]=3)[NH:18][C:17]=2[CH3:25])=[CH:8][CH:7]=1.[C:27]([OH:32])(=[O:31])[C@@H:28]([CH3:30])[OH:29], predict the reaction product. The product is: [C:27]([OH:32])(=[O:31])[C@@H:28]([CH3:30])[OH:29].[OH:1][NH:2][C:3](=[O:26])/[CH:4]=[CH:5]/[C:6]1[CH:11]=[CH:10][C:9]([CH2:12][NH:13][CH2:14][CH2:15][C:16]2[C:24]3[C:19](=[CH:20][CH:21]=[CH:22][CH:23]=3)[NH:18][C:17]=2[CH3:25])=[CH:8][CH:7]=1. (7) Given the reactants CC1O[N:5]=[C:4]([C:7]2[CH:8]=[C:9]([CH2:13][OH:14])[CH:10]=[CH:11][CH:12]=2)[N:3]=1.[C:15]([OH:18])(=[O:17])[CH3:16].O.[H][H], predict the reaction product. The product is: [C:15]([O-:18])(=[O:17])[CH3:16].[OH:14][CH2:13][C:9]1[CH:8]=[C:7]([CH:12]=[CH:11][CH:10]=1)[C:4]([NH2:5])=[NH2+:3].